This data is from Catalyst prediction with 721,799 reactions and 888 catalyst types from USPTO. The task is: Predict which catalyst facilitates the given reaction. (1) Reactant: N1C=CC=CC=1.[Cl:7][C:8]1[CH:9]=[C:10]([CH:13]=[CH:14][C:15]=1[Cl:16])[CH2:11]Br.[CH2:17]([O:19][C:20]([C@:22]1([NH:35][C:36]([O:38][C:39]([CH3:42])([CH3:41])[CH3:40])=[O:37])[C@H:27]([NH2:28])[CH2:26][C@@H:25]2[C@H:23]1[C@@:24]2([F:34])[C:29]([O:31][CH2:32][CH3:33])=[O:30])=[O:21])[CH3:18].[Cl-].[Na+]. Product: [CH2:17]([O:19][C:20]([C@:22]1([NH:35][C:36]([O:38][C:39]([CH3:41])([CH3:40])[CH3:42])=[O:37])[C@H:27]([NH:28][CH2:11][C:10]2[CH:13]=[CH:14][C:15]([Cl:16])=[C:8]([Cl:7])[CH:9]=2)[CH2:26][C@@H:25]2[C@H:23]1[C@@:24]2([F:34])[C:29]([O:31][CH2:32][CH3:33])=[O:30])=[O:21])[CH3:18]. The catalyst class is: 22. (2) Reactant: [CH3:1][C:2]1[N:3]=[C:4]([NH2:18])[S:5][C:6]=1[C:7]1[CH:12]=[CH:11][C:10]([N:13]2[CH:17]=[CH:16][CH:15]=[N:14]2)=[CH:9][CH:8]=1.[CH:19]1[N:23]=[CH:22][N:21]([C:24](N2C=NC=C2)=[O:25])[CH:20]=1. Product: [CH3:1][C:2]1[N:3]=[C:4]([NH:18][C:24]([N:21]2[CH:20]=[CH:19][N:23]=[CH:22]2)=[O:25])[S:5][C:6]=1[C:7]1[CH:12]=[CH:11][C:10]([N:13]2[CH:17]=[CH:16][CH:15]=[N:14]2)=[CH:9][CH:8]=1. The catalyst class is: 2. (3) Reactant: [Cl-].[Li+].C(OP([CH2:11][C:12]([O:14][C:15]([CH3:18])([CH3:17])[CH3:16])=[O:13])(OCC)=O)C.O=[C:20]1[CH2:25][CH2:24][CH:23]([C:26]([O:28][CH2:29][CH3:30])=[O:27])[CH2:22][CH2:21]1. Product: [C:15]([O:14][C:12](=[O:13])[CH:11]=[C:20]1[CH2:25][CH2:24][CH:23]([C:26]([O:28][CH2:29][CH3:30])=[O:27])[CH2:22][CH2:21]1)([CH3:16])([CH3:17])[CH3:18]. The catalyst class is: 23. (4) Reactant: [S:1]1[CH:5]=[CH:4][C:3]2[C:6]([N:10]3[CH2:15][CH2:14][N:13]([CH2:16][CH2:17][CH2:18][CH2:19][O:20][C:21]4[CH:30]=[C:29]5[C:24]([CH:25]=[CH:26][C:27](=[O:31])[NH:28]5)=[CH:23][CH:22]=4)[CH2:12][CH2:11]3)=[CH:7][CH:8]=[CH:9][C:2]1=2.C(N(CC)CC)C.[CH2:39]([N:41]([CH2:45][CH3:46])[C:42](Cl)=[O:43])[CH3:40].O. Product: [CH2:39]([N:41]([CH2:45][CH3:46])[C:42](=[O:43])[O:31][C:27]1[CH:26]=[CH:25][C:24]2[C:29](=[CH:30][C:21]([O:20][CH2:19][CH2:18][CH2:17][CH2:16][N:13]3[CH2:12][CH2:11][N:10]([C:6]4[C:3]5[CH:4]=[CH:5][S:1][C:2]=5[CH:9]=[CH:8][CH:7]=4)[CH2:15][CH2:14]3)=[CH:22][CH:23]=2)[N:28]=1)[CH3:40]. The catalyst class is: 4.